From a dataset of Full USPTO retrosynthesis dataset with 1.9M reactions from patents (1976-2016). Predict the reactants needed to synthesize the given product. (1) Given the product [CH3:65][C:62]1[S:61][C:60]([N:47]2[CH2:46][CH2:45][CH:44]([NH:43][C:41]3[S:42][C:38]4[CH2:37][CH2:36][CH2:35][CH:34]([C:28]5[CH:33]=[CH:32][CH:31]=[CH:30][CH:29]=5)[C:39]=4[N:40]=3)[CH2:49][CH2:48]2)=[N:64][N:63]=1, predict the reactants needed to synthesize it. The reactants are: C1(P(C2CCCCC2)C2C=CC=CC=2C2C=CC=CC=2)CCCCC1.Cl.Cl.[C:28]1([CH:34]2[C:39]3[N:40]=[C:41]([NH:43][CH:44]4[CH2:49][CH2:48][NH:47][CH2:46][CH2:45]4)[S:42][C:38]=3[CH2:37][CH2:36][CH2:35]2)[CH:33]=[CH:32][CH:31]=[CH:30][CH:29]=1.C(N(CC)C(C)C)(C)C.Br[C:60]1[S:61][C:62]([CH3:65])=[N:63][N:64]=1. (2) Given the product [F:11][C:8]1[CH:9]=[CH:10][C:5]([CH:3]([OH:4])[CH:2]([NH:1][C:24]([C:25]2[C:34]3[C:29](=[CH:30][CH:31]=[CH:32][CH:33]=3)[C:28]([CH2:35][OH:36])=[CH:27][CH:26]=2)=[O:23])[CH2:12][C:13]2[CH:18]=[CH:17][C:16]([C:19]([F:22])([F:20])[F:21])=[CH:15][CH:14]=2)=[CH:6][CH:7]=1, predict the reactants needed to synthesize it. The reactants are: [NH2:1][CH:2]([CH2:12][C:13]1[CH:18]=[CH:17][C:16]([C:19]([F:22])([F:21])[F:20])=[CH:15][CH:14]=1)[CH:3]([C:5]1[CH:10]=[CH:9][C:8]([F:11])=[CH:7][CH:6]=1)[OH:4].[OH:23][CH2:24][C:25]1[C:34]2[C:29](=[CH:30][CH:31]=[CH:32][CH:33]=2)[C:28]([C:35](O)=[O:36])=[CH:27][CH:26]=1.Cl.C(N=C=NCCCN(C)C)C.ON1C2C=CC=CC=2N=N1.